Predict the product of the given reaction. From a dataset of Forward reaction prediction with 1.9M reactions from USPTO patents (1976-2016). (1) Given the reactants [OH:1][C:2]1[CH:7]=[C:6]([O:8][CH3:9])[CH:5]=[CH:4][C:3]=1[C:10]([C:12]1[CH:17]=[CH:16][CH:15]=[CH:14][CH:13]=1)=[O:11].Br[CH2:19][CH2:20][CH2:21]Cl.C(=O)([O-])[O-].[K+].[K+].[NH:29]([CH2:33][CH2:34][OH:35])[CH2:30][CH2:31][OH:32].[I-].[Na+], predict the reaction product. The product is: [OH:32][CH2:31][CH2:30][N:29]([CH2:33][CH2:34][OH:35])[CH2:19][CH2:20][CH2:21][O:1][C:2]1[CH:7]=[C:6]([O:8][CH3:9])[CH:5]=[CH:4][C:3]=1[C:10]([C:12]1[CH:13]=[CH:14][CH:15]=[CH:16][CH:17]=1)=[O:11]. (2) Given the reactants [CH2:1]([O:3][C:4]1[CH:13]=[C:12]([N+:14]([O-])=O)[CH:11]=[CH:10][C:5]=1[C:6]([O:8]C)=[O:7])[CH3:2].O, predict the reaction product. The product is: [NH2:14][C:12]1[CH:11]=[CH:10][C:5]([C:6]([OH:8])=[O:7])=[C:4]([O:3][CH2:1][CH3:2])[CH:13]=1.